This data is from Reaction yield outcomes from USPTO patents with 853,638 reactions. The task is: Predict the reaction yield, written as a fraction of the theoretical maximum amount of product (1.0 means a 100% yield; for example, 0.34 means a 34% yield). (1) The reactants are C1(N2CCN(CC3CCC4C(=CC=CC=4)N3)CC2)C2C(=CC=CC=2)C=CN=1.[O:28]1[C:33]2[CH:34]=[CH:35][CH:36]=[C:37]([N:38]3[CH2:43][CH2:42][N:41]([CH2:44][C:45]4[CH:54]=[CH:53][C:52]5[C:47](=[CH:48][CH:49]=[CH:50][CH:51]=5)[N:46]=4)[CH2:40][CH2:39]3)[C:32]=2[O:31][CH2:30][CH2:29]1. No catalyst specified. The product is [O:28]1[C:33]2[CH:34]=[CH:35][CH:36]=[C:37]([N:38]3[CH2:43][CH2:42][N:41]([CH2:44][CH:45]4[CH2:54][CH2:53][C:52]5[C:47](=[CH:48][CH:49]=[CH:50][CH:51]=5)[NH:46]4)[CH2:40][CH2:39]3)[C:32]=2[O:31][CH2:30][CH2:29]1. The yield is 0.412. (2) The reactants are [CH:1]([NH:3][NH2:4])=O.[N:5]([CH2:8][C:9]1[O:10][CH:11]=[CH:12][CH:13]=1)=[C:6]=[S:7].C(O)C. The catalyst is N1C=CC=CC=1. The product is [O:10]1[CH:11]=[CH:12][CH:13]=[C:9]1[CH2:8][N:5]1[CH:1]=[N:3][N:4]=[C:6]1[SH:7]. The yield is 0.830.